From a dataset of Reaction yield outcomes from USPTO patents with 853,638 reactions. Predict the reaction yield, written as a fraction of the theoretical maximum amount of product (1.0 means a 100% yield; for example, 0.34 means a 34% yield). (1) The reactants are Br[CH:2]([CH2:25][CH3:26])[CH2:3][CH2:4][CH2:5][N:6]([C@H:17]([CH2:21][CH:22]([CH3:24])[CH3:23])[C:18]([NH2:20])=[O:19])[S:7]([C:10]1[CH:15]=[CH:14][C:13]([Cl:16])=[CH:12][CH:11]=1)(=[O:9])=[O:8].CCN(CC)CC.[NH:34]1[CH2:39][CH2:38][O:37][CH2:36][CH2:35]1. The catalyst is C(Cl)Cl. The product is [O:37]1[CH2:38][CH2:39][N:34]([CH:2]([CH2:25][CH3:26])[CH2:3][CH2:4][CH2:5][N:6]([C@H:17]([CH2:21][CH:22]([CH3:24])[CH3:23])[C:18]([NH2:20])=[O:19])[S:7]([C:10]2[CH:15]=[CH:14][C:13]([Cl:16])=[CH:12][CH:11]=2)(=[O:9])=[O:8])[CH2:35][CH2:36]1. The yield is 0.540. (2) The reactants are [CH3:1][O:2][C:3]1[CH:12]=[C:11]([O:13][CH3:14])[C:10]2[C:5](=[CH:6][CH:7]=[CH:8][CH:9]=2)[N:4]=1.[Li]CCCC.Cl[C:21]([O:23][CH2:24][CH3:25])=[O:22].O. The catalyst is C1COCC1. The product is [CH3:1][O:2][C:3]1[C:12]([C:21]([O:23][CH2:24][CH3:25])=[O:22])=[C:11]([O:13][CH3:14])[C:10]2[C:5](=[CH:6][CH:7]=[CH:8][CH:9]=2)[N:4]=1. The yield is 0.600. (3) The reactants are [N+:1]([C:4]1[CH:5]=[C:6]2[C:11](=[CH:12][CH:13]=1)[N:10]=[CH:9][NH:8][C:7]2=[O:14])([O-])=O. The catalyst is CO.C1COCC1.CN(C=O)C.[Pd]. The product is [NH2:1][C:4]1[CH:5]=[C:6]2[C:11](=[CH:12][CH:13]=1)[N:10]=[CH:9][NH:8][C:7]2=[O:14]. The yield is 0.880.